From a dataset of Forward reaction prediction with 1.9M reactions from USPTO patents (1976-2016). Predict the product of the given reaction. (1) Given the reactants [Cl:1][C:2]1[CH:7]=[CH:6][C:5]([C:8]2[O:9][CH:10]=[C:11]([CH2:13]O)[N:12]=2)=[CH:4][C:3]=1[CH3:15].S(Cl)([Cl:18])=O, predict the reaction product. The product is: [Cl:18][CH2:13][C:11]1[N:12]=[C:8]([C:5]2[CH:6]=[CH:7][C:2]([Cl:1])=[C:3]([CH3:15])[CH:4]=2)[O:9][CH:10]=1. (2) The product is: [Br:1][C:2]1[CH:3]=[C:4]2[C:8](=[CH:9][CH:10]=1)[CH:7]([O:11][C:12]1[CH:17]=[CH:16][CH:15]=[CH:14][CH:13]=1)[CH2:6][CH2:5]2. Given the reactants [Br:1][C:2]1[CH:3]=[C:4]2[C:8](=[CH:9][CH:10]=1)[CH:7]([OH:11])[CH2:6][CH2:5]2.[C:12]1(O)[CH:17]=[CH:16][CH:15]=[CH:14][CH:13]=1.C1(P(C2C=CC=CC=2)C2C=CC=CC=2)C=CC=CC=1.N(C(OC(C)C)=O)=NC(OC(C)C)=O, predict the reaction product. (3) Given the reactants [C:1]([O:4][CH2:5][C:6]1[CH:15]=[CH:14][C:13]2[C:8](=[CH:9][CH:10]=[CH:11][C:12]=2[N:16]=[CH:17][C:18]([C:33]([F:36])([F:35])[F:34])([OH:32])[CH2:19][C:20]([C:23]2[CH:28]=[C:27]([F:29])[CH:26]=[CH:25][C:24]=2[O:30][CH3:31])([CH3:22])[CH3:21])[N:7]=1)(=[O:3])[CH3:2].[BH4-].[Na+].O, predict the reaction product. The product is: [C:1]([O:4][CH2:5][C:6]1[CH:15]=[CH:14][C:13]2[C:8](=[CH:9][CH:10]=[CH:11][C:12]=2[NH:16][CH2:17][C:18]([C:33]([F:34])([F:35])[F:36])([OH:32])[CH2:19][C:20]([C:23]2[CH:28]=[C:27]([F:29])[CH:26]=[CH:25][C:24]=2[O:30][CH3:31])([CH3:22])[CH3:21])[N:7]=1)(=[O:3])[CH3:2]. (4) Given the reactants [CH3:1][C:2]1[CH:11]=[CH:10][C:9]2[C:4](=[C:5]([OH:12])[CH:6]=[CH:7][CH:8]=2)[N:3]=1.[C:13](Cl)(=[O:15])[CH3:14].[Cl-].[Al+3].[Cl-].[Cl-].Cl, predict the reaction product. The product is: [OH:12][C:5]1[CH:6]=[CH:7][C:8]([C:13](=[O:15])[CH3:14])=[C:9]2[C:4]=1[N:3]=[C:2]([CH3:1])[CH:11]=[CH:10]2. (5) The product is: [F:1][C:2]([F:14])([O:4][C:5]1[CH:10]=[CH:9][C:8]([NH2:11])=[CH:7][CH:6]=1)[CH3:3]. Given the reactants [F:1][C:2]([F:14])([O:4][C:5]1[CH:10]=[CH:9][C:8]([N+:11]([O-])=O)=[CH:7][CH:6]=1)[CH3:3], predict the reaction product.